This data is from Forward reaction prediction with 1.9M reactions from USPTO patents (1976-2016). The task is: Predict the product of the given reaction. (1) The product is: [C:46]([O:45][C:43]([NH:50][C:51]1[CH:56]=[CH:55][CH:54]=[CH:53][C:52]=1[NH:57][C:17]([C:15]1[NH:14][C:11]2[CH2:12][CH2:13][N:8]([C:6]([O:5][C:1]([CH3:2])([CH3:3])[CH3:4])=[O:7])[CH2:9][C:10]=2[CH:16]=1)=[O:19])=[O:44])([CH3:49])([CH3:47])[CH3:48]. Given the reactants [C:1]([O:5][C:6]([N:8]1[CH2:13][CH2:12][C:11]2[NH:14][C:15]([C:17]([OH:19])=O)=[CH:16][C:10]=2[CH2:9]1)=[O:7])([CH3:4])([CH3:3])[CH3:2].C(N(CC)CC)C.O=C1N([ClH]P([ClH]N2CCOC2=O)=O)CCO1.[C:43]([NH:50][C:51]1[CH:56]=[CH:55][CH:54]=[CH:53][C:52]=1[NH2:57])([O:45][C:46]([CH3:49])([CH3:48])[CH3:47])=[O:44], predict the reaction product. (2) Given the reactants C[O:2][C:3]([C:5]1[CH:13]=[C:12]2[C:8]([C:9]([CH:32]3[CH2:37][CH2:36][CH2:35][CH2:34][CH2:33]3)=[C:10]([C:23]3[CH:28]=[CH:27][C:26]([NH2:29])=[C:25]([CH:30]=O)[CH:24]=3)[N:11]2[CH2:14][C:15]([N:17]2[CH2:22][CH2:21][O:20][CH2:19][CH2:18]2)=[O:16])=[CH:7][CH:6]=1)=[O:4].[CH3:38][N:39]1[CH:43]=[CH:42][CH:41]=[C:40]1[C:44](=O)[CH3:45], predict the reaction product. The product is: [CH:32]1([C:9]2[C:8]3[C:12](=[CH:13][C:5]([C:3]([OH:2])=[O:4])=[CH:6][CH:7]=3)[N:11]([CH2:14][C:15]([N:17]3[CH2:22][CH2:21][O:20][CH2:19][CH2:18]3)=[O:16])[C:10]=2[C:23]2[CH:24]=[C:25]3[C:26](=[CH:27][CH:28]=2)[N:29]=[C:44]([C:40]2[N:39]([CH3:38])[CH:43]=[CH:42][CH:41]=2)[CH:45]=[CH:30]3)[CH2:37][CH2:36][CH2:35][CH2:34][CH2:33]1. (3) Given the reactants [ClH:1].Cl.[F:3][C:4]1[CH:9]=[C:8]([C:10]#[N:11])[CH:7]=[CH:6][C:5]=1[C:12]1[CH:17]=[CH:16][C:15]([O:18][C:19]([F:22])([F:21])[F:20])=[C:14]([CH2:23][NH:24][C@H:25]2[CH2:30][CH2:29][NH:28][CH2:27][C@H:26]2[C:31]2[CH:36]=[CH:35][CH:34]=[CH:33][CH:32]=2)[CH:13]=1.[O:37]=[C:38]1[CH2:43][CH2:42][CH2:41][C:40](=[O:44])[N:39]1[CH2:45][C:46](O)=[O:47].CCN=C=NCCCN(C)C.Cl.C1C=CC2N(O)N=NC=2C=1, predict the reaction product. The product is: [ClH:1].[O:37]=[C:38]1[CH2:43][CH2:42][CH2:41][C:40](=[O:44])[N:39]1[CH2:45][C:46]([N:28]1[CH2:29][CH2:30][C@H:25]([NH:24][CH2:23][C:14]2[CH:13]=[C:12]([C:5]3[CH:6]=[CH:7][C:8]([C:10]#[N:11])=[CH:9][C:4]=3[F:3])[CH:17]=[CH:16][C:15]=2[O:18][C:19]([F:21])([F:22])[F:20])[C@H:26]([C:31]2[CH:32]=[CH:33][CH:34]=[CH:35][CH:36]=2)[CH2:27]1)=[O:47]. (4) Given the reactants [F:1][C:2]1[CH:7]=[C:6]([N+:8]([O-:10])=[O:9])[CH:5]=[CH:4][C:3]=1[N:11]1[CH2:16][CH2:15][O:14][CH2:13][CH2:12]1.[Mn]([O-])(=O)(=O)=[O:18].[K+].[O-]S([O-])=O.[Na+].[Na+], predict the reaction product. The product is: [N+:8]([C:6]1[CH:5]=[CH:4][C:3]([N:11]2[CH2:16][CH2:15][O:14][CH2:13][C:12]2=[O:18])=[C:2]([F:1])[CH:7]=1)([O-:10])=[O:9]. (5) Given the reactants [Br:1][C:2]1[CH:3]=[C:4]2[CH:10]=[CH:9][NH:8][C:5]2=[N:6][CH:7]=1.[Cl:11][C:12]1[CH:17]=[CH:16][CH:15]=[C:14]([C:18]([O:20]O)=[O:19])[CH:13]=1.CC[O:24]CC, predict the reaction product. The product is: [Cl:11][C:12]1[CH:13]=[C:14]([CH:15]=[CH:16][CH:17]=1)[C:18]([O-:20])=[O:19].[Br:1][C:2]1[CH:3]=[C:4]2[CH:10]=[CH:9][NH:8][C:5]2=[N+:6]([OH:24])[CH:7]=1.